The task is: Predict the product of the given reaction.. This data is from Forward reaction prediction with 1.9M reactions from USPTO patents (1976-2016). (1) Given the reactants [H-].[Na+].[F:3][C:4]1([F:31])[CH2:9][CH2:8][N:7]([C:10]([C:12]2[NH:13][C:14]3[C:19]([CH:20]=2)=[CH:18][C:17]([O:21][CH:22]2[CH2:27][CH2:26][N:25]([CH:28]([CH3:30])[CH3:29])[CH2:24][CH2:23]2)=[CH:16][CH:15]=3)=[O:11])[CH2:6][CH2:5]1.[F:32][C:33]1[CH:38]=[CH:37][C:36]([S:39](Cl)(=[O:41])=[O:40])=[CH:35][CH:34]=1, predict the reaction product. The product is: [F:31][C:4]1([F:3])[CH2:9][CH2:8][N:7]([C:10]([C:12]2[N:13]([S:39]([C:36]3[CH:37]=[CH:38][C:33]([F:32])=[CH:34][CH:35]=3)(=[O:41])=[O:40])[C:14]3[C:19]([CH:20]=2)=[CH:18][C:17]([O:21][CH:22]2[CH2:27][CH2:26][N:25]([CH:28]([CH3:29])[CH3:30])[CH2:24][CH2:23]2)=[CH:16][CH:15]=3)=[O:11])[CH2:6][CH2:5]1. (2) Given the reactants [F:1][C:2]1[CH:10]=[C:9]2[C:5]([C:6]([CH2:11][C:12]([NH2:14])=[O:13])=[CH:7][NH:8]2)=[CH:4][CH:3]=1.C[O:16][C:17](=O)[C:18]([C:20]1[C:30]2=[C:31]3[C:26](=[CH:27][CH:28]=[CH:29]2)[CH2:25][C:24]([CH3:33])([CH3:32])[CH2:23][N:22]3[CH:21]=1)=O, predict the reaction product. The product is: [CH3:32][C:24]1([CH3:33])[CH2:25][C:26]2[C:31]3=[C:30]([C:20]([C:18]4[C:17](=[O:16])[NH:14][C:12](=[O:13])[C:11]=4[C:6]4[C:5]5[C:9](=[CH:10][C:2]([F:1])=[CH:3][CH:4]=5)[NH:8][CH:7]=4)=[CH:21][N:22]3[CH2:23]1)[CH:29]=[CH:28][CH:27]=2. (3) Given the reactants C([Si]([O:8][CH2:9][C@@H:10]1[C@@H:18]([C@@:19]2([CH3:42])[CH2:24][CH2:23][C@H:22]([O:25][Si](C(C)(C)C)(C)C)[CH2:21][C@@H:20]2[CH2:33][O:34][Si](C(C)(C)C)(C)C)[CH2:17][CH2:16][C@@:15]2([CH3:43])[C@H:11]1[CH:12]=[CH:13][C:14]2=[CH2:44])(C)C)(C)(C)C.CCCC[N+](CCCC)(CCCC)CCCC.[F-], predict the reaction product. The product is: [OH:34][CH2:33][C@@H:20]1[C@:19]([C@H:18]2[CH2:17][CH2:16][C@@:15]3([CH3:43])[C@@H:11]([CH:12]=[CH:13][C:14]3=[CH2:44])[C@@H:10]2[CH2:9][OH:8])([CH3:42])[CH2:24][CH2:23][C@H:22]([OH:25])[CH2:21]1. (4) Given the reactants [F:1][C:2]1[CH:7]=[CH:6][CH:5]=[CH:4][C:3]=1[C@:8]1([CH2:32][C:33]([OH:36])([CH3:35])[CH3:34])[O:13][C:12](=[O:14])[N:11]([C@H:15]([C:17]2[CH:22]=[CH:21][C:20](B3OC(C)(C)C(C)(C)O3)=[CH:19][CH:18]=2)[CH3:16])[CH2:10][CH2:9]1.I[C:38]1[CH:43]=[CH:42][N:41]([CH3:44])[C:40](=[O:45])[CH:39]=1, predict the reaction product. The product is: [F:1][C:2]1[CH:7]=[CH:6][CH:5]=[CH:4][C:3]=1[C@:8]1([CH2:32][C:33]([OH:36])([CH3:35])[CH3:34])[O:13][C:12](=[O:14])[N:11]([C@H:15]([C:17]2[CH:22]=[CH:21][C:20]([C:38]3[CH:43]=[CH:42][N:41]([CH3:44])[C:40](=[O:45])[CH:39]=3)=[CH:19][CH:18]=2)[CH3:16])[CH2:10][CH2:9]1. (5) The product is: [NH2:18][C:19](=[O:63])[C:20]([CH3:62])([CH3:61])[CH2:21][NH:22][C:23]([C@H:25]([CH:58]([CH3:60])[CH3:59])[CH2:26][C@@H:27]1[O:31][CH2:30][N:29]([C:32]([O:34][CH2:35][CH2:36][O:8][C:7]([CH:5]2[CH2:4][O:3][CH2:2][O:1][CH2:6]2)=[O:9])=[O:33])[C@H:28]1[CH2:38][C@H:39]([CH2:43][C:44]1[CH:49]=[CH:48][C:47]([O:50][CH3:51])=[C:46]([O:52][CH2:53][CH2:54][CH2:55][O:56][CH3:57])[CH:45]=1)[CH:40]([CH3:42])[CH3:41])=[O:24]. Given the reactants [O:1]1[CH2:6][CH:5]([C:7]([OH:9])=[O:8])[CH2:4][O:3][CH2:2]1.C(=O)([O-])[O-].[Cs+].[Cs+].[I-].[Cs+].[NH2:18][C:19](=[O:63])[C:20]([CH3:62])([CH3:61])[CH2:21][NH:22][C:23]([C@H:25]([CH:58]([CH3:60])[CH3:59])[CH2:26][C@@H:27]1[O:31][CH2:30][N:29]([C:32]([O:34][CH2:35][CH2:36]Cl)=[O:33])[C@H:28]1[CH2:38][C@H:39]([CH2:43][C:44]1[CH:49]=[CH:48][C:47]([O:50][CH3:51])=[C:46]([O:52][CH2:53][CH2:54][CH2:55][O:56][CH3:57])[CH:45]=1)[CH:40]([CH3:42])[CH3:41])=[O:24].C(O)(=O)CC(CC(O)=O)(C(O)=O)O, predict the reaction product. (6) Given the reactants [F:1][C:2]([F:17])([F:16])[C:3]1[CH:8]=[CH:7][C:6]([C:9]2[S:13][C:12]([CH2:14]O)=[CH:11][CH:10]=2)=[CH:5][CH:4]=1.C(N(CC)CC)C.S(Cl)([Cl:27])=O, predict the reaction product. The product is: [Cl:27][CH2:14][C:12]1[S:13][C:9]([C:6]2[CH:7]=[CH:8][C:3]([C:2]([F:17])([F:16])[F:1])=[CH:4][CH:5]=2)=[CH:10][CH:11]=1.